From a dataset of NCI-60 drug combinations with 297,098 pairs across 59 cell lines. Regression. Given two drug SMILES strings and cell line genomic features, predict the synergy score measuring deviation from expected non-interaction effect. (1) Drug 1: C1CCC(C1)C(CC#N)N2C=C(C=N2)C3=C4C=CNC4=NC=N3. Drug 2: C1C(C(OC1N2C=NC3=C2NC=NCC3O)CO)O. Cell line: UACC62. Synergy scores: CSS=-2.07, Synergy_ZIP=4.57, Synergy_Bliss=4.61, Synergy_Loewe=-5.77, Synergy_HSA=-5.06. (2) Drug 1: CCC1=C2CN3C(=CC4=C(C3=O)COC(=O)C4(CC)O)C2=NC5=C1C=C(C=C5)O. Drug 2: C1CN(CCN1C(=O)CCBr)C(=O)CCBr. Cell line: NCI-H460. Synergy scores: CSS=39.8, Synergy_ZIP=-0.547, Synergy_Bliss=2.61, Synergy_Loewe=-0.245, Synergy_HSA=4.84.